This data is from Reaction yield outcomes from USPTO patents with 853,638 reactions. The task is: Predict the reaction yield, written as a fraction of the theoretical maximum amount of product (1.0 means a 100% yield; for example, 0.34 means a 34% yield). (1) The reactants are [CH3:1][N:2]1[C:6]([CH3:7])=[CH:5][C:4]([C:8]([OH:10])=O)=[C:3]1[CH3:11].CN(C)C=O.C(Cl)(=O)C(Cl)=O.[NH2:23][C:24]1[CH:25]=[C:26]([CH:43]=[CH:44][C:45]=1[CH3:46])[O:27][C:28]1[CH:29]=[CH:30][C:31]2[N:32]([CH:34]=[C:35]([NH:37][C:38]([CH:40]3[CH2:42][CH2:41]3)=[O:39])[N:36]=2)[N:33]=1.C(N(CC)CC)C. The catalyst is O1CCCC1.CN(C)C(=O)C.O. The product is [CH:40]1([C:38]([NH:37][C:35]2[N:36]=[C:31]3[CH:30]=[CH:29][C:28]([O:27][C:26]4[CH:43]=[CH:44][C:45]([CH3:46])=[C:24]([NH:23][C:8]([C:4]5[CH:5]=[C:6]([CH3:7])[N:2]([CH3:1])[C:3]=5[CH3:11])=[O:10])[CH:25]=4)=[N:33][N:32]3[CH:34]=2)=[O:39])[CH2:41][CH2:42]1. The yield is 0.240. (2) The reactants are [F:1][CH:2]([F:30])[C:3]1[C:11]2[C:6](=[CH:7][CH:8]=[C:9]([Br:12])[CH:10]=2)[N:5]([S:13]([C:16]2[CH:21]=[CH:20][C:19]([O:22][CH3:23])=[C:18]([N:24]3[CH2:29][CH2:28][NH:27][CH2:26][CH2:25]3)[CH:17]=2)(=[O:15])=[O:14])[CH:4]=1.[C:31]([BH3-])#N.[Na+].C=O. The catalyst is CO. The product is [F:30][CH:2]([F:1])[C:3]1[C:11]2[C:6](=[CH:7][CH:8]=[C:9]([Br:12])[CH:10]=2)[N:5]([S:13]([C:16]2[CH:21]=[CH:20][C:19]([O:22][CH3:23])=[C:18]([N:24]3[CH2:29][CH2:28][N:27]([CH3:31])[CH2:26][CH2:25]3)[CH:17]=2)(=[O:15])=[O:14])[CH:4]=1. The yield is 0.880. (3) The reactants are [S:1]([O:8]S(C(F)(F)F)(=O)=O)([C:4]([F:7])([F:6])[F:5])(=[O:3])=[O:2].[C:16]([C:20]1[CH:25]=[CH:24][C:23](O)=[C:22]([N+:27]([O-:29])=[O:28])[CH:21]=1)([CH3:19])([CH3:18])[CH3:17].N1C=CC=CC=1.C([O-])(O)=O.[Na+]. The catalyst is C(Cl)Cl. The product is [C:16]([C:20]1[CH:25]=[CH:24][C:23]([O:8][S:1]([C:4]([F:7])([F:6])[F:5])(=[O:3])=[O:2])=[C:22]([N+:27]([O-:29])=[O:28])[CH:21]=1)([CH3:19])([CH3:17])[CH3:18]. The yield is 0.870. (4) The reactants are [C:1]([O:5][C:6]([NH:8][C@@H:9]([CH2:22][CH:23]=[CH2:24])[C:10]([N:12]1[CH2:16][C@H:15]([OH:17])[CH2:14][C@H:13]1[C:18]([O:20]C)=[O:19])=[O:11])=[O:7])([CH3:4])([CH3:3])[CH3:2].C(O)C.O.[OH-].[Li+]. The catalyst is O1CCCC1.O. The product is [C:1]([O:5][C:6]([NH:8][C@@H:9]([CH2:22][CH:23]=[CH2:24])[C:10]([N:12]1[CH2:16][C@H:15]([OH:17])[CH2:14][C@H:13]1[C:18]([OH:20])=[O:19])=[O:11])=[O:7])([CH3:4])([CH3:3])[CH3:2]. The yield is 0.980. (5) The reactants are FCCC[O:5][C:6]1[CH:14]=[C:13]2C(CC3(CCC(=O)CC3)C2=O)=[CH:8][CH:7]=1.[F:22][C:23]([F:38])([F:37])[CH2:24][CH2:25][O:26][C:27]1[CH:35]=[C:34]2[C:30]([CH2:31][CH2:32][C:33]2=[O:36])=[CH:29][CH:28]=1.C(OC)(=O)C=C. No catalyst specified. The product is [F:22][C:23]([F:37])([F:38])[CH2:24][CH2:25][O:26][C:27]1[CH:35]=[C:34]2[C:30]([CH2:31][C:32]3([CH2:13][CH2:14][C:6](=[O:5])[CH2:7][CH2:8]3)[C:33]2=[O:36])=[CH:29][CH:28]=1. The yield is 0.580. (6) The reactants are [Cl:1][C:2]1[CH:3]=[C:4]([C:8]2[O:12][N:11]=[C:10]([CH:13](O)[CH3:14])[N:9]=2)[CH:5]=[CH:6][CH:7]=1.O=S(Cl)[Cl:18]. The catalyst is CN(C=O)C. The product is [Cl:18][CH:13]([C:10]1[N:9]=[C:8]([C:4]2[CH:5]=[CH:6][CH:7]=[C:2]([Cl:1])[CH:3]=2)[O:12][N:11]=1)[CH3:14]. The yield is 0.930. (7) The reactants are [CH3:1][C:2]1[CH:3]=[C:4]([SH:9])[CH:5]=[C:6]([CH3:8])[CH:7]=1.F[C:11]1[CH:16]=[CH:15][CH:14]=[CH:13][C:12]=1[N+:17]([O-:19])=[O:18].[CH3:20][C:21]1[CH:22]=[C:23]([S:28][C:29]2[CH:35]=[CH:34][CH:33]=[CH:32][C:30]=2[NH2:31])[CH:24]=[C:25]([CH3:27])[CH:26]=1.[NH2:36][C:37]1SC=[CH:40][N:41]=1. No catalyst specified. The product is [CH3:1][C:2]1[CH:3]=[C:4]([S:9][C:11]2[CH:16]=[CH:15][CH:14]=[CH:13][C:12]=2[N+:17]([O-:19])=[O:18])[CH:5]=[C:6]([CH3:8])[CH:7]=1.[CH3:27][C:25]1[CH:24]=[C:23]([S:28][C:29]2[CH:35]=[CH:34][CH:33]=[CH:32][C:30]=2[NH:31][C:40]([NH:41][C:37]2[S:9][CH:4]=[CH:3][N:36]=2)=[O:18])[CH:22]=[C:21]([CH3:20])[CH:26]=1. The yield is 0.780. (8) The reactants are [CH3:1][C:2]1[CH:7]=[C:6]([C:8]([F:11])([F:10])[F:9])[C:5]([N+:12]([O-:14])=[O:13])=[CH:4][C:3]=1[N+:15]([O-:17])=[O:16].C[C:19]([N:21]([CH3:23])[CH3:22])=O. The catalyst is CN(C=O)C. The product is [N+:15]([C:3]1[CH:4]=[C:5]([N+:12]([O-:14])=[O:13])[C:6]([C:8]([F:10])([F:11])[F:9])=[CH:7][C:2]=1/[CH:1]=[CH:19]/[N:21]([CH3:23])[CH3:22])([O-:17])=[O:16]. The yield is 0.860. (9) The reactants are [OH:1][CH2:2][C@@H:3]1[CH2:12][N:7]2[CH2:8][CH2:9][NH:10][CH2:11][C@@H:6]2[CH2:5][CH2:4]1.Cl[C:14]1[N:19]=[CH:18][C:17]([F:20])=[CH:16][N:15]=1.C(=O)([O-])[O-].[Na+].[Na+]. The catalyst is O. The product is [OH:1][CH2:2][C@@H:3]1[CH2:12][N:7]2[CH2:8][CH2:9][N:10]([C:14]3[N:19]=[CH:18][C:17]([F:20])=[CH:16][N:15]=3)[CH2:11][C@@H:6]2[CH2:5][CH2:4]1. The yield is 0.750. (10) The yield is 0.550. The product is [Br:1][C:2]1[N:3]([C:8]2[C:17]3[C:12](=[CH:13][CH:14]=[CH:15][CH:16]=3)[C:11]([CH:18]3[CH2:20][CH2:19]3)=[CH:10][CH:9]=2)[C:4]([S:7][C:22]2([C:26]([O:28][CH2:29][CH3:30])=[O:27])[CH2:25][CH2:24][CH2:23]2)=[N:5][N:6]=1. The reactants are [Br:1][C:2]1[N:3]([C:8]2[C:17]3[C:12](=[CH:13][CH:14]=[CH:15][CH:16]=3)[C:11]([CH:18]3[CH2:20][CH2:19]3)=[CH:10][CH:9]=2)[C:4]([SH:7])=[N:5][N:6]=1.Br[C:22]1([C:26]([O:28][CH2:29][CH3:30])=[O:27])[CH2:25][CH2:24][CH2:23]1.C(N(C(C)C)CC)(C)C. The catalyst is CN(C=O)C.